Dataset: Forward reaction prediction with 1.9M reactions from USPTO patents (1976-2016). Task: Predict the product of the given reaction. (1) Given the reactants Cl[C:2]1[CH:7]=[C:6]([O:8][C:9]2[CH:10]=[CH:11][C:12]([NH:16][C:17]([N:19]3[CH2:23][CH2:22][N:21]([CH:24]4[CH2:29][CH2:28][O:27][CH2:26][CH2:25]4)[C:20]3=[O:30])=[O:18])=[N:13][C:14]=2[CH3:15])[CH:5]=[CH:4][N:3]=1.CC1(C)C(C)(C)OB([C:39]2[CH:40]=[N:41][NH:42][CH:43]=2)O1.C([O-])([O-])=O.[K+].[K+], predict the reaction product. The product is: [NH:41]1[CH:40]=[C:39]([C:2]2[CH:7]=[C:6]([O:8][C:9]3[CH:10]=[CH:11][C:12]([NH:16][C:17]([N:19]4[CH2:23][CH2:22][N:21]([CH:24]5[CH2:29][CH2:28][O:27][CH2:26][CH2:25]5)[C:20]4=[O:30])=[O:18])=[N:13][C:14]=3[CH3:15])[CH:5]=[CH:4][N:3]=2)[CH:43]=[N:42]1. (2) Given the reactants [F:1][C:2]1[CH:10]=[CH:9][C:8]([C:11]#[N:12])=[C:7]2[C:3]=1[CH:4]=[CH:5][NH:6]2.[H-].[Na+].[S:15](Cl)([C:18]1[CH:24]=[CH:23][C:21]([CH3:22])=[CH:20][CH:19]=1)(=[O:17])=[O:16].[NH4+].[Cl-], predict the reaction product. The product is: [F:1][C:2]1[CH:10]=[CH:9][C:8]([C:11]#[N:12])=[C:7]2[C:3]=1[CH:4]=[CH:5][N:6]2[S:15]([C:18]1[CH:24]=[CH:23][C:21]([CH3:22])=[CH:20][CH:19]=1)(=[O:17])=[O:16]. (3) Given the reactants [Cl:1][C:2]1[CH:10]=[CH:9][CH:8]=[C:7]([F:11])[C:3]=1[C:4]([OH:6])=O.[F:12][C:13]1([F:32])[CH2:18][CH2:17][CH:16]([CH:19]([C:22]2[CH:23]=[N:24][C:25]([C:28]([F:31])([F:30])[F:29])=[N:26][CH:27]=2)[CH2:20][NH2:21])[CH2:15][CH2:14]1, predict the reaction product. The product is: [Cl:1][C:2]1[CH:10]=[CH:9][CH:8]=[C:7]([F:11])[C:3]=1[C:4]([NH:21][CH2:20][CH:19]([CH:16]1[CH2:15][CH2:14][C:13]([F:32])([F:12])[CH2:18][CH2:17]1)[C:22]1[CH:27]=[N:26][C:25]([C:28]([F:29])([F:30])[F:31])=[N:24][CH:23]=1)=[O:6]. (4) Given the reactants [OH:1][C@@:2]([C@@H:23]1[CH2:28][CH2:27][CH2:26][N:25](C(OC(C)(C)C)=O)[CH2:24]1)([C:9]1[C:22]2[O:21][C:15]3([CH2:20][CH2:19][CH2:18][CH2:17][CH2:16]3)[O:14][C:13]=2[CH:12]=[CH:11][CH:10]=1)[CH2:3][CH2:4][CH2:5][CH2:6][O:7][CH3:8].C([O-])(O)=O.[Na+], predict the reaction product. The product is: [CH3:8][O:7][CH2:6][CH2:5][CH2:4][CH2:3][C@:2]([C@@H:23]1[CH2:28][CH2:27][CH2:26][NH:25][CH2:24]1)([C:9]1[C:22]2[O:21][C:15]3([CH2:20][CH2:19][CH2:18][CH2:17][CH2:16]3)[O:14][C:13]=2[CH:12]=[CH:11][CH:10]=1)[OH:1].